From a dataset of Full USPTO retrosynthesis dataset with 1.9M reactions from patents (1976-2016). Predict the reactants needed to synthesize the given product. (1) Given the product [F:45][C:42]1[CH:43]=[CH:44][C:31]2[C:30](=[CH:29][C:16]3[CH:15]=[CH:14][C:13]4[N:9]([CH2:8][CH2:7][N:1]5[CH2:2][CH2:3][O:4][CH2:5][CH2:6]5)[C:10](=[O:27])[NH:11][C:12]=4[CH:17]=3)[C:36]3[CH:37]=[CH:38][CH:39]=[CH:40][C:35]=3[CH2:34][O:33][C:32]=2[CH:41]=1, predict the reactants needed to synthesize it. The reactants are: [N:1]1([CH2:7][CH2:8][N:9]2[C:13]3[CH:14]=[CH:15][C:16](B4OC(C)(C)C(C)(C)O4)=[CH:17][C:12]=3[NH:11][C:10]2=[O:27])[CH2:6][CH2:5][O:4][CH2:3][CH2:2]1.Br[CH:29]=[C:30]1[C:36]2[CH:37]=[CH:38][CH:39]=[CH:40][C:35]=2[CH2:34][O:33][C:32]2[CH:41]=[C:42]([F:45])[CH2:43][CH2:44][C:31]1=2.C([O-])([O-])=O.[Na+].[Na+]. (2) Given the product [CH3:1][C:2]1[CH:9]=[CH:8][CH:7]=[C:6]([CH3:10])[C:3]=1[CH:4]=[N:41][C:15]([O:14][Si:21]([CH3:23])([CH3:22])[CH3:20])=[CH2:16], predict the reactants needed to synthesize it. The reactants are: [CH3:1][C:2]1[CH:9]=[CH:8][CH:7]=[C:6]([CH3:10])[C:3]=1[CH:4]=O.ClC1C=[C:14](C=CC=1)[CH:15]=[O:16].[CH3:20][Si:21](N[Si:21]([CH3:23])([CH3:22])[CH3:20])([CH3:23])[CH3:22].C([Li])CCC.C[Si](Cl)(C)C.C([N:41](CC)CC)C.C(Cl)(=O)C.